From a dataset of Forward reaction prediction with 1.9M reactions from USPTO patents (1976-2016). Predict the product of the given reaction. (1) Given the reactants C([O:3][C:4]([C:6]1([C:10]2[CH:15]=[CH:14][C:13]([C:16]3[CH:21]=[CH:20][C:19]([N:22]4[C:26]([NH:27][C:28]([O:30][C@@H:31]([C:33]5[CH:38]=[CH:37][CH:36]=[CH:35][CH:34]=5)[CH3:32])=[O:29])=[C:25]([CH3:39])[N:24]=[N:23]4)=[CH:18][CH:17]=3)=[CH:12][CH:11]=2)[CH2:9][CH2:8][CH2:7]1)=[O:5])C.C(OC(=O)[C@@H](C1C=CC(C2C=CC(N3C(NC(OC(C4C=CC=CC=4)C)=O)=C(C)N=N3)=CC=2)=CC=1)CC=C)C.[OH-].[Na+], predict the reaction product. The product is: [CH3:39][C:25]1[N:24]=[N:23][N:22]([C:19]2[CH:20]=[CH:21][C:16]([C:13]3[CH:12]=[CH:11][C:10]([C@@H:6]([CH2:7][CH:8]=[CH2:9])[C:4]([OH:5])=[O:3])=[CH:15][CH:14]=3)=[CH:17][CH:18]=2)[C:26]=1[NH:27][C:28]([O:30][CH:31]([C:33]1[CH:34]=[CH:35][CH:36]=[CH:37][CH:38]=1)[CH3:32])=[O:29]. (2) Given the reactants Br[C:2]([F:18])([C:14]([F:17])([F:16])[F:15])[C:3]([F:13])([F:12])[O:4][C:5]1[CH:10]=[CH:9][C:8]([Cl:11])=[CH:7][CH:6]=1.[NH2:19][C:20]1[C:21]([CH3:26])=[CH:22][CH:23]=[CH:24][CH:25]=1.C(=O)([O-])O.[Na+].S(S([O-])=O)([O-])=O.[Na+].[Na+], predict the reaction product. The product is: [Cl:11][C:8]1[CH:9]=[CH:10][C:5]([O:4][C:3]([F:13])([F:12])[C:2]([C:23]2[CH:24]=[CH:25][C:20]([NH2:19])=[C:21]([CH3:26])[CH:22]=2)([F:18])[C:14]([F:17])([F:16])[F:15])=[CH:6][CH:7]=1. (3) Given the reactants [NH2:1][C:2]1[C:11]([N:12]2[CH2:17][CH2:16][O:15][CH2:14][CH2:13]2)=[CH:10][C:9]2[C:4](=[CH:5][CH:6]=[C:7]([C:18]3[C:27](Cl)=[CH:26][CH:25]=[CH:24][C:19]=3[C:20]([O:22][CH3:23])=[O:21])[CH:8]=2)[N:3]=1.C1(P(C2CCCCC2)C2C=CC=CC=2C2C(C(C)C)=CC(C(C)C)=CC=2C(C)C)CCCCC1.C(=O)([O-])[O-].[Cs+].[Cs+].[CH3:69][C:70]([CH3:74])([CH3:73])[C:71]#[CH:72], predict the reaction product. The product is: [NH2:1][C:2]1[C:11]([N:12]2[CH2:17][CH2:16][O:15][CH2:14][CH2:13]2)=[CH:10][C:9]2[C:4](=[CH:5][CH:6]=[C:7]([C:18]3[C:27]([C:72]#[C:71][C:70]([CH3:74])([CH3:73])[CH3:69])=[CH:26][CH:25]=[CH:24][C:19]=3[C:20]([O:22][CH3:23])=[O:21])[CH:8]=2)[N:3]=1. (4) Given the reactants [CH3:1][O-:2].[K+].[CH3:4][C:5]1[CH:6]=[CH:7][CH:8]=[CH:9][C:10]=1[CH3:11].[C:12](#[N:22])[CH2:13][CH2:14][CH2:15]CCCCCC.Cl.[OH2:24], predict the reaction product. The product is: [CH3:1][O:2][CH2:15][C:14]([CH:13]([CH2:11][CH2:10][CH2:9][CH2:8][CH2:7][CH2:6][CH2:5][CH3:4])[C:12]#[N:22])=[O:24]. (5) The product is: [NH2:24][CH2:3][CH2:4][CH2:5][N:6]1[CH2:11][CH2:10][CH:9]([C:12]2[CH:13]=[C:14]([NH:18][C:19](=[O:23])[CH:20]([CH3:22])[CH3:21])[CH:15]=[CH:16][CH:17]=2)[CH2:8][CH2:7]1. Given the reactants NC[CH2:3][CH2:4][CH2:5][N:6]1[CH2:11][CH2:10][CH:9]([C:12]2[CH:13]=[C:14]([NH:18][C:19](=[O:23])[CH:20]([CH3:22])[CH3:21])[CH:15]=[CH:16][CH:17]=2)[CH2:8][CH2:7]1.[NH2:24]CCCCCN1CCC(C2C=C(NC(=O)C(C)C)C=CC=2)CC1.NCCCCCCN1CCC(C2C=C(NC(=O)C(C)C)C=CC=2)CC1.NCCCN1CCC(C2C=C(NC(=O)CC)C=CC=2)CC1.NCCCN1CCC(C2C=C(NC(C3CC3)=O)C=CC=2)CC1.NCCCN1CCC(C2C=C(NC(=O)C(C)(C)C)C=CC=2)CC1.NCCCN1CCC(C2C=C(NC(=O)CC(C)C)C=CC=2)CC1.NCCCN1CCC(C2C=C(NC(=O)CC(C)(C)C)C=CC=2)CC1, predict the reaction product. (6) Given the reactants [CH3:1][O:2][C:3]1[CH:4]=[C:5]2[C:10](=[CH:11][C:12]=1[O:13][CH2:14][C@H:15]1[CH2:17][O:16]1)[N:9]=[CH:8][N:7]=[C:6]2[O:18][C:19]1[CH:20]=[C:21]2[C:25](=[CH:26][CH:27]=1)[NH:24][CH:23]=[C:22]2[CH3:28].[CH3:29][NH:30][CH3:31].C(O)C, predict the reaction product. The product is: [OH:16][C@H:15]([CH2:17][N:30]([CH3:31])[CH3:29])[CH2:14][O:13][C:12]1[CH:11]=[C:10]2[C:5]([C:6]([O:18][C:19]3[CH:20]=[C:21]4[C:25](=[CH:26][CH:27]=3)[NH:24][CH:23]=[C:22]4[CH3:28])=[N:7][CH:8]=[N:9]2)=[CH:4][C:3]=1[O:2][CH3:1]. (7) Given the reactants [F:1][C:2]1[C:10]([O:11][CH3:12])=[CH:9][CH:8]=[CH:7][C:3]=1C(O)=O.[OH:13][C:14]1C2C(=C(C)C(OC)=CC=2)[N:17]=[C:16]([C:27]2[S:28][CH:29]=[C:30]([CH:32]([CH3:34])[CH3:33])[N:31]=2)[CH:15]=1, predict the reaction product. The product is: [F:1][C:2]1[C:10]([O:11][CH3:12])=[CH:9][CH:8]=[C:7]2[C:3]=1[N:17]=[C:16]([C:27]1[S:28][CH:29]=[C:30]([CH:32]([CH3:33])[CH3:34])[N:31]=1)[CH:15]=[C:14]2[OH:13].